From a dataset of Catalyst prediction with 721,799 reactions and 888 catalyst types from USPTO. Predict which catalyst facilitates the given reaction. (1) Product: [Br:1][C:2]1[CH:3]=[CH:4][C:5]([C:24]([O:26][CH3:27])=[O:25])=[C:6]2[C:10]=1[N:9]=[C:8]1[N:11]([C:12]3[CH:17]=[CH:16][C:15]([Cl:18])=[CH:14][C:13]=3[Cl:19])[CH2:22][CH2:21][CH2:20][N:7]21. The catalyst class is: 9. Reactant: [Br:1][C:2]1[C:10]2[N:9]=[C:8]([NH:11][C:12]3[CH:17]=[CH:16][C:15]([Cl:18])=[CH:14][C:13]=3[Cl:19])[N:7]([CH2:20][CH2:21][CH2:22]Cl)[C:6]=2[C:5]([C:24]([O:26][CH3:27])=[O:25])=[CH:4][CH:3]=1.C(=O)([O-])[O-].[K+].[K+].C(OCC)(=O)C. (2) Reactant: C([O:3][C:4](=[O:27])[CH:5]([C:12]1[N:13]([C:20]2[CH:25]=[CH:24][C:23]([Cl:26])=[CH:22][CH:21]=2)[N:14]=[C:15]2[CH2:19][CH2:18][CH2:17][C:16]=12)[CH:6]1[CH2:11][CH2:10][CH2:9][CH2:8][CH2:7]1)C.[OH-].[Na+]. Product: [Cl:26][C:23]1[CH:22]=[CH:21][C:20]([N:13]2[C:12]([CH:5]([CH:6]3[CH2:11][CH2:10][CH2:9][CH2:8][CH2:7]3)[C:4]([OH:27])=[O:3])=[C:16]3[CH2:17][CH2:18][CH2:19][C:15]3=[N:14]2)=[CH:25][CH:24]=1. The catalyst class is: 5. (3) Reactant: [CH2:1]([O:8][C:9]([N:11]1[CH2:16][CH2:15][CH2:14][CH2:13][C@H:12]1[C:17]([OH:19])=[O:18])=[O:10])[C:2]1[CH:7]=[CH:6][CH:5]=[CH:4][CH:3]=1.[C:20](OC(=O)CC(N)C(O)CF)(C)(C)C.C1C=CC2N(O)N=NC=2C=1.C(Cl)CCl. Product: [CH3:20][O:18][C:17]([C@@H:12]1[CH2:13][CH2:14][CH2:15][CH2:16][N:11]1[C:9]([O:8][CH2:1][C:2]1[CH:3]=[CH:4][CH:5]=[CH:6][CH:7]=1)=[O:10])=[O:19]. The catalyst class is: 251.